Dataset: Full USPTO retrosynthesis dataset with 1.9M reactions from patents (1976-2016). Task: Predict the reactants needed to synthesize the given product. (1) The reactants are: C(OC(=O)[NH:7][CH2:8][C:9]1[CH:14]=[CH:13][C:12]([C:15]2[N:16]([CH3:20])[CH:17]=[CH:18][N:19]=2)=[CH:11][CH:10]=1)(C)(C)C. Given the product [CH3:20][N:16]1[CH:17]=[CH:18][N:19]=[C:15]1[C:12]1[CH:13]=[CH:14][C:9]([CH2:8][NH2:7])=[CH:10][CH:11]=1, predict the reactants needed to synthesize it. (2) The reactants are: [C:1]([O:5][C:6](=[O:32])[CH2:7][CH:8]([CH2:12][CH2:13][P:14]([O:24][CH2:25][C:26]1[CH:31]=[CH:30][CH:29]=[CH:28][CH:27]=1)([O:16][CH2:17][C:18]1[CH:23]=[CH:22][CH:21]=[CH:20][CH:19]=1)=[O:15])[C:9]([OH:11])=O)([CH3:4])([CH3:3])[CH3:2].CCN(C(C)C)C(C)C.[C:42]1([C:51]2[CH:56]=[CH:55][CH:54]=[CH:53][CH:52]=2)[CH:47]=[CH:46][C:45]([CH2:48][CH2:49][NH2:50])=[CH:44][CH:43]=1.CN(C(ON1N=NC2C=CC=CC1=2)=[N+](C)C)C.[B-](F)(F)(F)F.Cl. Given the product [C:1]([O:5][C:6](=[O:32])[CH2:7][CH:8]([C:9](=[O:11])[NH:50][CH2:49][CH2:48][C:45]1[CH:46]=[CH:47][C:42]([C:51]2[CH:56]=[CH:55][CH:54]=[CH:53][CH:52]=2)=[CH:43][CH:44]=1)[CH2:12][CH2:13][P:14]([O:24][CH2:25][C:26]1[CH:31]=[CH:30][CH:29]=[CH:28][CH:27]=1)([O:16][CH2:17][C:18]1[CH:23]=[CH:22][CH:21]=[CH:20][CH:19]=1)=[O:15])([CH3:3])([CH3:2])[CH3:4], predict the reactants needed to synthesize it.